From a dataset of Full USPTO retrosynthesis dataset with 1.9M reactions from patents (1976-2016). Predict the reactants needed to synthesize the given product. (1) Given the product [NH2:27][C:24]1[CH:23]=[CH:22][C:21]([S:18]([N:14]2[CH:15]=[CH:16][CH:17]=[C:13]2[C:11]([O:10][C@H:9]([C:30]2[CH:35]=[CH:34][C:33]([O:36][CH:37]([F:38])[F:39])=[C:32]([O:40][CH2:41][CH:42]3[CH2:44][CH2:43]3)[CH:31]=2)[CH2:8][C:7]2[C:2]([Cl:1])=[CH:3][N+:4]([O-:46])=[CH:5][C:6]=2[Cl:45])=[O:12])(=[O:20])=[O:19])=[CH:26][CH:25]=1, predict the reactants needed to synthesize it. The reactants are: [Cl:1][C:2]1[CH:3]=[N+:4]([O-:46])[CH:5]=[C:6]([Cl:45])[C:7]=1[CH2:8][C@@H:9]([C:30]1[CH:35]=[CH:34][C:33]([O:36][CH:37]([F:39])[F:38])=[C:32]([O:40][CH2:41][CH:42]2[CH2:44][CH2:43]2)[CH:31]=1)[O:10][C:11]([C:13]1[N:14]([S:18]([C:21]2[CH:26]=[CH:25][C:24]([N+:27]([O-])=O)=[CH:23][CH:22]=2)(=[O:20])=[O:19])[CH:15]=[CH:16][CH:17]=1)=[O:12].O.O.[Sn](Cl)Cl. (2) Given the product [C:35]([C:39]1[N:44]=[C:43]([N:45]2[CH2:50][CH2:49][N:48]([CH2:51][CH2:52][CH2:53][CH2:54][NH:55][C:10]([C:2]3[N:1]=[C:5]4[CH:6]=[CH:7][CH:8]=[CH:9][N:4]4[CH:3]=3)=[O:12])[CH2:47][CH2:46]2)[CH:42]=[C:41]([C:56]([F:58])([F:59])[F:57])[N:40]=1)([CH3:38])([CH3:36])[CH3:37], predict the reactants needed to synthesize it. The reactants are: [N:1]1[C:2]([C:10]([OH:12])=O)=[CH:3][N:4]2[CH:9]=[CH:8][CH:7]=[CH:6][C:5]=12.O=C1N(P(Cl)(N2CCOC2=O)=O)CCO1.C(N(CC)CC)C.[C:35]([C:39]1[N:44]=[C:43]([N:45]2[CH2:50][CH2:49][N:48]([CH2:51][CH2:52][CH2:53][CH2:54][NH2:55])[CH2:47][CH2:46]2)[CH:42]=[C:41]([C:56]([F:59])([F:58])[F:57])[N:40]=1)([CH3:38])([CH3:37])[CH3:36]. (3) Given the product [O:6]1[CH2:7][CH2:8][CH:3]([CH2:2][S:11][C:9](=[O:12])[CH3:10])[CH2:4][CH2:5]1, predict the reactants needed to synthesize it. The reactants are: Br[CH2:2][CH:3]1[CH2:8][CH2:7][O:6][CH2:5][CH2:4]1.[C:9]([O-:12])(=[S:11])[CH3:10].[K+].C(OCC)C. (4) Given the product [Cl:13][C:14]1[CH:19]=[C:18]([Cl:20])[CH:17]=[CH:16][C:15]=1[CH2:21][CH:22]([N:24]([OH:25])[C:8]([C:7]1[C:3]([CH:2]([F:12])[F:1])=[N:4][N:5]([CH3:11])[CH:6]=1)=[O:9])[CH3:23], predict the reactants needed to synthesize it. The reactants are: [F:1][CH:2]([F:12])[C:3]1[C:7]([C:8](Cl)=[O:9])=[CH:6][N:5]([CH3:11])[N:4]=1.[Cl:13][C:14]1[CH:19]=[C:18]([Cl:20])[CH:17]=[CH:16][C:15]=1[CH2:21][CH:22]([NH:24][OH:25])[CH3:23].C(N(CC)CC)C.Cl. (5) Given the product [O:1]=[C:2]1[C:10]2[C:5](=[CH:6][C:7]([CH:11]=[O:18])=[CH:8][CH:9]=2)[CH2:4][CH2:3]1, predict the reactants needed to synthesize it. The reactants are: [O:1]=[C:2]1[C:10]2[C:5](=[CH:6][C:7](/[CH:11]=C/C(OC)=O)=[CH:8][CH:9]=2)[CH2:4][CH2:3]1.I([O-])(=O)(=O)=[O:18].[Na+].S([O-])([O-])(=O)=S.[Na+].[Na+].C(OCC)(=O)C. (6) The reactants are: C(O[C:4]([C:6]1[S:7][C:8]([C:18]2[CH:23]=[CH:22][CH:21]=[CH:20][CH:19]=2)=[C:9]([C:11]2[CH:16]=[CH:15][C:14]([Br:17])=[CH:13][CH:12]=2)[N:10]=1)=[O:5])C.[NH2:24][N:25]1[CH2:30][CH2:29][CH2:28][CH2:27][CH2:26]1. Given the product [N:25]1([NH:24][C:4]([C:6]2[S:7][C:8]([C:18]3[CH:19]=[CH:20][CH:21]=[CH:22][CH:23]=3)=[C:9]([C:11]3[CH:16]=[CH:15][C:14]([Br:17])=[CH:13][CH:12]=3)[N:10]=2)=[O:5])[CH2:30][CH2:29][CH2:28][CH2:27][CH2:26]1, predict the reactants needed to synthesize it. (7) Given the product [CH3:31][O:30][C:28]1[CH:27]=[C:26]([CH2:32][CH2:33][C:34]2[CH:35]=[C:36]([NH:39][C:15](=[O:17])[C:14]3[CH:13]=[CH:12][C:11]([N:7]4[CH2:8][CH2:9][CH2:10][N:4]([CH:1]([CH3:2])[CH3:3])[CH2:5][CH2:6]4)=[CH:21][CH:20]=3)[NH:37][N:38]=2)[CH:25]=[C:24]([O:23][CH3:22])[CH:29]=1, predict the reactants needed to synthesize it. The reactants are: [CH:1]([N:4]1[CH2:10][CH2:9][CH2:8][N:7]([C:11]2[CH:21]=[CH:20][C:14]([C:15]([O:17]CC)=O)=[CH:13][CH:12]=2)[CH2:6][CH2:5]1)([CH3:3])[CH3:2].[CH3:22][O:23][C:24]1[CH:25]=[C:26]([CH2:32][CH2:33][C:34]2[CH:35]=[C:36]([NH2:39])[NH:37][N:38]=2)[CH:27]=[C:28]([O:30][CH3:31])[CH:29]=1.C[Al](C)C.C(Cl)Cl.CCOCC.